Task: Predict the product of the given reaction.. Dataset: Forward reaction prediction with 1.9M reactions from USPTO patents (1976-2016) The product is: [Cl:22][C:12]1[C:11]2[C:16](=[CH:17][C:18]([F:19])=[C:9]([OH:8])[CH:10]=2)[N:15]=[CH:14][C:13]=1[C:20]#[N:21]. Given the reactants C([O:8][C:9]1[CH:10]=[C:11]2[C:16](=[CH:17][C:18]=1[F:19])[N:15]=[CH:14][C:13]([C:20]#[N:21])=[C:12]2[Cl:22])C1C=CC=CC=1.C1(SC)C=CC=CC=1, predict the reaction product.